Dataset: Full USPTO retrosynthesis dataset with 1.9M reactions from patents (1976-2016). Task: Predict the reactants needed to synthesize the given product. (1) Given the product [ClH:59].[CH2:1]([N:34]([C:35]1[CH:36]=[CH:37][C:38]([C:41]2[CH:46]=[CH:45][C:44]([NH:47][C:48]([C:50]3[CH:55]=[C:54]([N+:56]([O-:58])=[O:57])[CH:53]=[CH:52][C:51]=3[Cl:59])=[O:49])=[CH:43][CH:42]=2)=[CH:39][CH:40]=1)[CH2:26][CH2:27][CH2:28][CH2:29][CH2:30][CH2:31][CH2:32][CH3:33])[CH2:2][CH2:3][CH2:4][CH2:5][CH3:6], predict the reactants needed to synthesize it. The reactants are: [CH:1](=O)[CH2:2][CH2:3][CH2:4][CH2:5][CH3:6].C(O)(=O)C.C(O[BH-](OC(=O)C)OC(=O)C)(=O)C.[Na+].[CH2:26]([NH:34][C:35]1[CH:40]=[CH:39][C:38]([C:41]2[CH:46]=[CH:45][C:44]([NH:47][C:48]([C:50]3[CH:55]=[C:54]([N+:56]([O-:58])=[O:57])[CH:53]=[CH:52][C:51]=3[Cl:59])=[O:49])=[CH:43][CH:42]=2)=[CH:37][CH:36]=1)[CH2:27][CH2:28][CH2:29][CH2:30][CH2:31][CH2:32][CH3:33].C(=O)(O)[O-].[Na+]. (2) Given the product [NH2:33][CH2:32][C:16]1[N:15]([O:14][CH:1]([C:2]2[CH:3]=[CH:4][CH:5]=[CH:6][CH:7]=2)[C:8]2[CH:9]=[CH:10][CH:11]=[CH:12][CH:13]=2)[CH:20]=[C:19]([O:21][CH2:22][C:23]2[CH:24]=[CH:25][C:26]([O:29][CH3:30])=[CH:27][CH:28]=2)[C:18](=[O:31])[CH:17]=1, predict the reactants needed to synthesize it. The reactants are: [CH:1]([O:14][N:15]1[CH:20]=[C:19]([O:21][CH2:22][C:23]2[CH:28]=[CH:27][C:26]([O:29][CH3:30])=[CH:25][CH:24]=2)[C:18](=[O:31])[CH:17]=[C:16]1[CH2:32][N:33]1C(=O)C2C(=CC=CC=2)C1=O)([C:8]1[CH:13]=[CH:12][CH:11]=[CH:10][CH:9]=1)[C:2]1[CH:7]=[CH:6][CH:5]=[CH:4][CH:3]=1.O.NN. (3) Given the product [CH3:1][C:2]1[CH:6]=[C:5]([NH:7][C:8]2[C:9]3[CH2:20][O:19][CH2:18][C:10]=3[N:11]=[C:12]([S:14][C:17]3[CH:27]=[CH:26][C:25]([NH:28][C:29]([CH:31]4[CH2:32][CH2:33]4)=[O:30])=[CH:24][CH:23]=3)[N:13]=2)[NH:4][N:3]=1, predict the reactants needed to synthesize it. The reactants are: [CH3:1][C:2]1[CH:6]=[C:5]([NH:7][C:8]2[C:9]3[CH2:20][O:19][CH2:18][C:10]=3[N:11]=[C:12]([S:14]([CH3:17])(=O)=O)[N:13]=2)[NH:4][N:3]=1.SC1[CH:27]=[CH:26][C:25]([NH:28][C:29]([CH:31]2[CH2:33][CH2:32]2)=[O:30])=[CH:24][CH:23]=1. (4) Given the product [NH2:1][C:2]1[N:3]=[C:4]([C:18]2[CH:19]=[CH:20][CH:21]=[CH:22][CH:23]=2)[C:5]([C:8]2[CH:9]=[CH:10][C:11](=[O:17])[N:12]([CH:14]([CH3:16])[CH3:15])[N:13]=2)=[N:6][C:7]=1[Cl:24], predict the reactants needed to synthesize it. The reactants are: [NH2:1][C:2]1[N:3]=[C:4]([C:18]2[CH:23]=[CH:22][CH:21]=[CH:20][CH:19]=2)[C:5]([C:8]2[CH:9]=[CH:10][C:11](=[O:17])[N:12]([CH:14]([CH3:16])[CH3:15])[N:13]=2)=[N:6][CH:7]=1.[Cl:24]N1C(=O)CCC1=O.O.CCOC(C)=O. (5) Given the product [Cl:20][C:6]1[CH:5]=[N:4][CH:3]=[C:2]([Cl:1])[C:7]=1[S:8][C:9]1[S:13][C:12]([C:14]([NH:30][CH2:29][CH2:28][N:25]2[CH2:26][CH2:27][N:22]([CH3:21])[CH2:23][CH2:24]2)=[O:16])=[CH:11][C:10]=1[N+:17]([O-:19])=[O:18], predict the reactants needed to synthesize it. The reactants are: [Cl:1][C:2]1[CH:3]=[N:4][CH:5]=[C:6]([Cl:20])[C:7]=1[S:8][C:9]1[S:13][C:12]([C:14]([OH:16])=O)=[CH:11][C:10]=1[N+:17]([O-:19])=[O:18].[CH3:21][N:22]1[CH2:27][CH2:26][N:25]([CH2:28][CH2:29][NH2:30])[CH2:24][CH2:23]1. (6) Given the product [Cl:12][C:13]1[C:14]([C:19]2[CH:27]=[CH:26][C:22]([C:23]([NH:1][C:2]3[CH:11]=[C:10]4[C:5]([CH:6]=[CH:7][CH:8]=[N:9]4)=[CH:4][CH:3]=3)=[O:24])=[CH:21][CH:20]=2)=[N:15][CH:16]=[CH:17][CH:18]=1, predict the reactants needed to synthesize it. The reactants are: [NH2:1][C:2]1[CH:11]=[C:10]2[C:5]([CH:6]=[CH:7][CH:8]=[N:9]2)=[CH:4][CH:3]=1.[Cl:12][C:13]1[C:14]([C:19]2[CH:27]=[CH:26][C:22]([C:23](O)=[O:24])=[CH:21][CH:20]=2)=[N:15][CH:16]=[CH:17][CH:18]=1. (7) Given the product [C:1]([O:5][C:6](=[O:32])[NH:7][C:8]1([C:12]2[CH:17]=[CH:16][C:15]([N:18]3[C:19]4=[N:20][C:21]([C:26]5[CH:27]=[CH:28][CH:29]=[CH:30][CH:31]=5)=[CH:22][CH:23]=[C:24]4[N:25]=[C:36]3[C:35]3[C:34]([NH2:33])=[N:41][CH:40]=[CH:39][CH:38]=3)=[CH:14][CH:13]=2)[CH2:11][CH2:10][CH2:9]1)([CH3:4])([CH3:2])[CH3:3], predict the reactants needed to synthesize it. The reactants are: [C:1]([O:5][C:6](=[O:32])[NH:7][C:8]1([C:12]2[CH:17]=[CH:16][C:15]([NH:18][C:19]3[C:24]([NH2:25])=[CH:23][CH:22]=[C:21]([C:26]4[CH:31]=[CH:30][CH:29]=[CH:28][CH:27]=4)[N:20]=3)=[CH:14][CH:13]=2)[CH2:11][CH2:10][CH2:9]1)([CH3:4])([CH3:3])[CH3:2].[NH2:33][C:34]1[N:41]=[CH:40][CH:39]=[CH:38][C:35]=1[CH:36]=O. (8) Given the product [I:20][C:17]1[CH:18]=[CH:19][C:14]2[N:15]([CH:21]=[C:12]([NH2:11])[N:13]=2)[CH:16]=1, predict the reactants needed to synthesize it. The reactants are: C(C1C=CC(C([NH:11][C:12]2[N:13]=[C:14]3[CH:19]=[CH:18][C:17]([I:20])=[CH:16][N:15]3[CH:21]=2)=O)=CN=1)(C)(C)C.C(C1C=CC(C(Cl)=O)=CN=1)(C)(C)C. (9) Given the product [C:34]1([C:38]2[CH:43]=[CH:42][CH:41]=[CH:40][CH:39]=2)[CH:35]=[CH:36][CH:37]=[C:32]([O:31][C:7]([CH3:30])([CH2:8][C:9]2[CH:10]=[CH:11][C:12]([O:15][CH2:16][CH2:17][C:18]3[N:19]=[C:20]([CH:24]4[CH2:29][CH2:28][CH2:27][CH2:26][CH2:25]4)[O:21][C:22]=3[CH3:23])=[CH:13][CH:14]=2)[C:6]([OH:44])=[O:5])[CH:33]=1, predict the reactants needed to synthesize it. The reactants are: [OH-].[Na+].C([O:5][C:6](=[O:44])[C:7]([O:31][C:32]1[CH:33]=[C:34]([C:38]2[CH:43]=[CH:42][CH:41]=[CH:40][CH:39]=2)[CH:35]=[CH:36][CH:37]=1)([CH3:30])[CH2:8][C:9]1[CH:14]=[CH:13][C:12]([O:15][CH2:16][CH2:17][C:18]2[N:19]=[C:20]([CH:24]3[CH2:29][CH2:28][CH2:27][CH2:26][CH2:25]3)[O:21][C:22]=2[CH3:23])=[CH:11][CH:10]=1)C.C(OC(=O)C(C)(OC1C=CC=CC=1)CC1C=CC(OCCC2N=C(C3CCCCC3)OC=2C)=CC=1)C. (10) Given the product [CH3:19][C:11]1([CH3:20])[CH2:10][CH:9]=[C:8]([C:5]2[CH:4]=[CH:3][C:2]([CH3:1])=[CH:7][CH:6]=2)[C:17]2[CH:16]=[C:15]([C:23]3[CH:32]=[CH:31][C:30]4[C:25](=[CH:26][CH:27]=[C:28]([C:33]([O:35][CH2:36][CH3:37])=[O:34])[CH:29]=4)[CH:24]=3)[CH:14]=[CH:13][C:12]1=2, predict the reactants needed to synthesize it. The reactants are: [CH3:1][C:2]1[CH:7]=[CH:6][C:5]([C:8]2[C:17]3[C:12](=[CH:13][CH:14]=[C:15](Br)[CH:16]=3)[C:11]([CH3:20])([CH3:19])[CH2:10][CH:9]=2)=[CH:4][CH:3]=1.[Mg].Br[C:23]1[CH:24]=[C:25]2[C:30](=[CH:31][CH:32]=1)[CH:29]=[C:28]([C:33]([O:35][CH2:36][CH3:37])=[O:34])[CH:27]=[CH:26]2.C1C=CC(P(C2C=CC=CC=2)C2C=CC=CC=2)=CC=1.[H-].C([Al+]CC(C)C)C(C)C.